This data is from Catalyst prediction with 721,799 reactions and 888 catalyst types from USPTO. The task is: Predict which catalyst facilitates the given reaction. (1) Reactant: [F:1][C:2]([F:35])([F:34])[C:3]1[CH:8]=[CH:7][CH:6]=[CH:5][C:4]=1[C:9]([N:11]1[CH2:16][CH2:15][N:14]([C:17]2[N:22]=[CH:21][C:20]([C:23]3[N:24]=[N:25][N:26]([CH2:28][C:29]([O:31]CC)=[O:30])[N:27]=3)=[CH:19][N:18]=2)[CH2:13][CH2:12]1)=[O:10].C1COCC1.[Li+].[OH-]. Product: [F:35][C:2]([F:1])([F:34])[C:3]1[CH:8]=[CH:7][CH:6]=[CH:5][C:4]=1[C:9]([N:11]1[CH2:16][CH2:15][N:14]([C:17]2[N:18]=[CH:19][C:20]([C:23]3[N:24]=[N:25][N:26]([CH2:28][C:29]([OH:31])=[O:30])[N:27]=3)=[CH:21][N:22]=2)[CH2:13][CH2:12]1)=[O:10]. The catalyst class is: 5. (2) Reactant: [CH3:1][O:2][C:3]1[CH:4]=[CH:5][C:6]2[C:11](=[O:12])[N:10]([C:13]3[CH:18]=[CH:17][C:16]([O:19][CH2:20][C:21]([F:24])([F:23])[F:22])=[CH:15][CH:14]=3)[C:9](=[S:25])[NH:8][C:7]=2[N:26]=1.C(=O)([O-])O.[Na+].I[CH2:33][CH3:34].C(#N)C. Product: [CH2:33]([S:25][C:9]1[N:10]([C:13]2[CH:14]=[CH:15][C:16]([O:19][CH2:20][C:21]([F:24])([F:23])[F:22])=[CH:17][CH:18]=2)[C:11](=[O:12])[C:6]2[CH:5]=[CH:4][C:3]([O:2][CH3:1])=[N:26][C:7]=2[N:8]=1)[CH3:34]. The catalyst class is: 13. (3) Reactant: [Cl:1][C:2]1[CH:3]=[C:4]([C:8]2[C:17]3[C:12](=[CH:13][CH:14]=[C:15]([C:18]([C:26]4[CH:27]=[N:28][C:29]([Cl:32])=[CH:30][CH:31]=4)([OH:25])[C:19]4[N:20]([CH3:24])[CH:21]=[N:22][CH:23]=4)[CH:16]=3)[NH:11][C:10](=[O:33])[CH:9]=2)[CH:5]=[CH:6][CH:7]=1.[Na+].[Cl-].C(=O)([O-])[O-].[Cs+].[Cs+].Br[CH2:43][CH:44]1[CH2:46][CH2:45]1. The catalyst class is: 3. Product: [Cl:1][C:2]1[CH:3]=[C:4]([C:8]2[C:17]3[C:12](=[CH:13][CH:14]=[C:15]([C:18]([C:26]4[CH:27]=[N:28][C:29]([Cl:32])=[CH:30][CH:31]=4)([OH:25])[C:19]4[N:20]([CH3:24])[CH:21]=[N:22][CH:23]=4)[CH:16]=3)[N:11]([CH2:43][CH:44]3[CH2:46][CH2:45]3)[C:10](=[O:33])[CH:9]=2)[CH:5]=[CH:6][CH:7]=1. (4) Reactant: [F:1][C:2]1[CH:7]=[CH:6][C:5]([CH:8]([OH:22])[C:9]2[C:10]([NH:15]C(=O)C(C)(C)C)=[N:11][CH:12]=[CH:13][CH:14]=2)=[CH:4][CH:3]=1.[OH-].[Na+].O. Product: [NH2:15][C:10]1[C:9]([CH:8]([C:5]2[CH:4]=[CH:3][C:2]([F:1])=[CH:7][CH:6]=2)[OH:22])=[CH:14][CH:13]=[CH:12][N:11]=1. The catalyst class is: 8. (5) Reactant: [CH3:1][O:2][C:3](=[O:30])[C:4]1[CH:16]=[C:15]([Sn](CCCC)(CCCC)CCCC)[CH:14]=[C:6]([C:7]([N:9]([CH3:13])[CH2:10][CH2:11][CH3:12])=[O:8])[CH:5]=1.[O:31]1[CH:35]=[CH:34][CH:33]=[C:32]1[C:36](Cl)=[O:37].C(P(C(C)(C)C)C1C=CC=CC=1C1C=CC=CC=1)(C)(C)C. Product: [CH3:1][O:2][C:3](=[O:30])[C:4]1[CH:16]=[C:15]([C:36]([C:32]2[O:31][CH:35]=[CH:34][CH:33]=2)=[O:37])[CH:14]=[C:6]([C:7]([N:9]([CH3:13])[CH2:10][CH2:11][CH3:12])=[O:8])[CH:5]=1. The catalyst class is: 443.